Dataset: Forward reaction prediction with 1.9M reactions from USPTO patents (1976-2016). Task: Predict the product of the given reaction. (1) Given the reactants [OH:1][CH2:2][C@@H:3]1[CH2:8][N:7]([C:9]([O:11][C:12]([CH3:15])([CH3:14])[CH3:13])=[O:10])[CH2:6][C@H:5]([C:16]([O:18][CH2:19][C:20]2C=CC=CC=2)=[O:17])[O:4]1.[CH2:26](I)[CH3:27], predict the reaction product. The product is: [CH2:26]([O:1][CH2:2][C@@H:3]1[CH2:8][N:7]([C:9]([O:11][C:12]([CH3:13])([CH3:14])[CH3:15])=[O:10])[CH2:6][C@H:5]([C:16]([O:18][CH2:19][CH3:20])=[O:17])[O:4]1)[CH3:27]. (2) The product is: [CH2:20]([N:27]1[CH2:32][CH2:31][CH:30]([CH:33]([C:7]2[C:12]([CH3:13])=[C:11]([O:14][CH3:15])[C:10]([CH3:16])=[C:9]([CH3:17])[C:8]=2[O:18][CH3:19])[OH:34])[CH2:29][CH2:28]1)[C:21]1[CH:26]=[CH:25][CH:24]=[CH:23][CH:22]=1. Given the reactants C([Li])CCC.Br[C:7]1[C:12]([CH3:13])=[C:11]([O:14][CH3:15])[C:10]([CH3:16])=[C:9]([CH3:17])[C:8]=1[O:18][CH3:19].[CH2:20]([N:27]1[CH2:32][CH2:31][CH:30]([CH:33]=[O:34])[CH2:29][CH2:28]1)[C:21]1[CH:26]=[CH:25][CH:24]=[CH:23][CH:22]=1.O, predict the reaction product. (3) Given the reactants [NH2:1][NH:2][C:3]([C:5]1[CH:10]=[CH:9][CH:8]=[CH:7][N:6]=1)=[NH:4].[C:11]1([CH:21]=O)[C:20]2[C:15](=[CH:16][CH:17]=[CH:18][CH:19]=2)[CH:14]=[CH:13][CH:12]=1.S([O-])(O)=O.[Na+], predict the reaction product. The product is: [C:11]1([C:21]2[NH:1][N:2]=[C:3]([C:5]3[CH:10]=[CH:9][CH:8]=[CH:7][N:6]=3)[N:4]=2)[C:20]2[C:15](=[CH:16][CH:17]=[CH:18][CH:19]=2)[CH:14]=[CH:13][CH:12]=1. (4) The product is: [CH3:1][N:2]1[CH2:7][CH2:6][C:5](=[N:10][NH2:11])[CH2:4][CH2:3]1. Given the reactants [CH3:1][N:2]1[CH2:7][CH2:6][C:5](=O)[CH2:4][CH2:3]1.O.[NH2:10][NH2:11], predict the reaction product.